From a dataset of Serine/threonine kinase 33 screen with 319,792 compounds. Binary Classification. Given a drug SMILES string, predict its activity (active/inactive) in a high-throughput screening assay against a specified biological target. The result is 0 (inactive). The drug is s1c(CN(Cc2ccccc2)C(=S)NCC(=O)NCC(OC)OC)ccc1.